This data is from Catalyst prediction with 721,799 reactions and 888 catalyst types from USPTO. The task is: Predict which catalyst facilitates the given reaction. (1) The catalyst class is: 77. Product: [CH3:1][O:2][C:3]1[CH:38]=[C:37]([O:39][CH3:40])[CH:36]=[CH:35][C:4]=1[CH2:5][N:6]1[C:15]2[CH:14]=[C:13]([C:42]3[C:43]([O:49][CH3:50])=[N:44][CH:45]=[CH:46][C:47]=3[CH3:48])[CH:12]=[CH:11][C:10]=2[C:9]2[N:25]([CH:28]3[CH2:29][CH2:30][O:31][CH2:32][CH2:33]3)[N:26]=[CH:27][C:8]=2[C:7]1=[O:34]. Reactant: [CH3:1][O:2][C:3]1[CH:38]=[C:37]([O:39][CH3:40])[CH:36]=[CH:35][C:4]=1[CH2:5][N:6]1[C:15]2[CH:14]=[C:13](B3OC(C)(C)C(C)(C)O3)[CH:12]=[CH:11][C:10]=2[C:9]2[N:25]([CH:28]3[CH2:33][CH2:32][O:31][CH2:30][CH2:29]3)[N:26]=[CH:27][C:8]=2[C:7]1=[O:34].Br[C:42]1[C:43]([O:49][CH3:50])=[N:44][CH:45]=[CH:46][C:47]=1[CH3:48].C(=O)([O-])[O-].[Cs+].[Cs+].O. (2) Reactant: [CH3:1][O:2][C:3]1[CH:4]=[C:5]2[C:10](=[C:11]3[CH2:15][C:14]([CH3:17])([CH3:16])[O:13][C:12]=13)[C:9]([C:18]1[CH:19]=[C:20]([NH2:24])[CH:21]=[CH:22][CH:23]=1)=[N:8][C:7]([CH3:26])([CH3:25])[CH2:6]2.[N:27]([CH2:30][C:31](OCC)=[O:32])=[C:28]=[O:29]. Product: [CH3:1][O:2][C:3]1[CH:4]=[C:5]2[C:10](=[C:11]3[CH2:15][C:14]([CH3:17])([CH3:16])[O:13][C:12]=13)[C:9]([C:18]1[CH:19]=[C:20]([N:24]3[C:31](=[O:32])[CH2:30][NH:27][C:28]3=[O:29])[CH:21]=[CH:22][CH:23]=1)=[N:8][C:7]([CH3:26])([CH3:25])[CH2:6]2. The catalyst class is: 7. (3) Reactant: [Br:1][C:2]1[CH:3]=[C:4]2[C:11]3([C:15](=[O:16])[NH:14][C:13](=O)[NH:12]3)[CH2:10][CH:9]([C:18]3[CH:23]=[CH:22][CH:21]=[CH:20][C:19]=3[F:24])[O:8][C:5]2=[CH:6][CH:7]=1.COC1C=CC(P2(SP(C3C=CC(OC)=CC=3)(=S)S2)=[S:34])=CC=1. Product: [Br:1][C:2]1[CH:3]=[C:4]2[C:11]3([C:15](=[O:16])[NH:14][C:13](=[S:34])[NH:12]3)[CH2:10][CH:9]([C:18]3[CH:23]=[CH:22][CH:21]=[CH:20][C:19]=3[F:24])[O:8][C:5]2=[CH:6][CH:7]=1. The catalyst class is: 12. (4) Reactant: C(OC(=O)[NH:7][C:8]1[N:13]=[CH:12][C:11]([C:14]2[N:22]=[C:21]3[C:17]([N:18]=[C:19]([N:28]4[CH2:33][CH2:32][NH:31][CH2:30][CH2:29]4)[N:20]3[CH2:23][C:24]([F:27])([F:26])[F:25])=[C:16]([N:34]3[CH2:39][CH2:38][O:37][CH2:36][CH2:35]3)[N:15]=2)=[CH:10][N:9]=1)(C)(C)C.[F:41][C:42]([F:47])([F:46])[C:43]([OH:45])=[O:44]. Product: [F:41][C:42]([F:47])([F:46])[C:43]([OH:45])=[O:44].[N:34]1([C:16]2[N:15]=[C:14]([C:11]3[CH:12]=[N:13][C:8]([NH2:7])=[N:9][CH:10]=3)[N:22]=[C:21]3[C:17]=2[N:18]=[C:19]([N:28]2[CH2:29][CH2:30][NH:31][CH2:32][CH2:33]2)[N:20]3[CH2:23][C:24]([F:25])([F:27])[F:26])[CH2:39][CH2:38][O:37][CH2:36][CH2:35]1. The catalyst class is: 2. (5) Reactant: Cl[C:2]1[CH:7]=[C:6]([O:8][C:9]2[CH:10]=[CH:11][C:12]([NH:15][C:16]([NH:18][C:19]([CH:21]3[CH2:26][CH2:25][O:24][CH2:23][CH2:22]3)=[O:20])=[O:17])=[N:13][CH:14]=2)[CH:5]=[CH:4][N:3]=1.C([O-])(O)=O.[Na+].[CH3:32][C:33]1[CH:38]=[CH:37][C:36](B2OC(C)(C)C(C)(C)O2)=[CH:35][N:34]=1. Product: [CH3:32][C:33]1[N:34]=[CH:35][C:36]([C:2]2[CH:7]=[C:6]([O:8][C:9]3[CH:10]=[CH:11][C:12]([NH:15][C:16]([NH:18][C:19]([CH:21]4[CH2:26][CH2:25][O:24][CH2:23][CH2:22]4)=[O:20])=[O:17])=[N:13][CH:14]=3)[CH:5]=[CH:4][N:3]=2)=[CH:37][CH:38]=1. The catalyst class is: 70. (6) Reactant: [CH2:1]([C:4]([OH:6])=[O:5])[CH2:2][SH:3].[C:7]1([C:13](Cl)([C:20]2[CH:25]=[CH:24][CH:23]=[CH:22][CH:21]=2)[C:14]2[CH:19]=[CH:18][CH:17]=[CH:16][CH:15]=2)[CH:12]=[CH:11][CH:10]=[CH:9][CH:8]=1. Product: [C:13]([S:3][CH2:2][CH2:1][C:4]([OH:6])=[O:5])([C:7]1[CH:12]=[CH:11][CH:10]=[CH:9][CH:8]=1)([C:20]1[CH:21]=[CH:22][CH:23]=[CH:24][CH:25]=1)[C:14]1[CH:15]=[CH:16][CH:17]=[CH:18][CH:19]=1. The catalyst class is: 2. (7) Reactant: [N:1]1([C:8]([O:10][C:11]([CH3:14])([CH3:13])[CH3:12])=[O:9])[CH2:7][CH2:6][CH2:5][NH:4][CH2:3][CH2:2]1.[C:15]([NH:25][CH2:26][C:27](O)=[O:28])([O:17][CH2:18][C:19]1[CH:24]=[CH:23][CH:22]=[CH:21][CH:20]=1)=[O:16].O.ON1C2C=CC=CC=2N=N1.C(N(CC)C(C)C)(C)C.Cl.CN(C)CCCN=C=NCC. Product: [CH2:18]([O:17][C:15]([NH:25][CH2:26][C:27]([N:4]1[CH2:5][CH2:6][CH2:7][N:1]([C:8]([O:10][C:11]([CH3:14])([CH3:13])[CH3:12])=[O:9])[CH2:2][CH2:3]1)=[O:28])=[O:16])[C:19]1[CH:24]=[CH:23][CH:22]=[CH:21][CH:20]=1. The catalyst class is: 4. (8) Reactant: C(N(CC)CC)C.Cl[CH2:9][CH2:10][S:11](Cl)(=[O:13])=[O:12].[F:15][C:16]1[CH:21]=[CH:20][C:19]([F:22])=[CH:18][C:17]=1[C:23]1[CH2:27][NH:26][CH:25]([C:28]2[CH:33]=[CH:32][CH:31]=[CH:30][CH:29]=2)[CH:24]=1. Product: [F:15][C:16]1[CH:21]=[CH:20][C:19]([F:22])=[CH:18][C:17]=1[C:23]1[CH2:27][N:26]([S:11]([CH:10]=[CH2:9])(=[O:13])=[O:12])[CH:25]([C:28]2[CH:33]=[CH:32][CH:31]=[CH:30][CH:29]=2)[CH:24]=1. The catalyst class is: 4. (9) Reactant: [F:1][C:2]([F:17])([CH:14]([F:16])[F:15])[CH2:3][O:4][C:5]1[CH:6]=[CH:7][C:8]([C:11](O)=[O:12])=[N:9][CH:10]=1.C(Cl)(=O)C([Cl:21])=O.CN(C)C=O. Product: [F:1][C:2]([F:17])([CH:14]([F:16])[F:15])[CH2:3][O:4][C:5]1[CH:6]=[CH:7][C:8]([C:11]([Cl:21])=[O:12])=[N:9][CH:10]=1. The catalyst class is: 4.